Task: Predict the reactants needed to synthesize the given product.. Dataset: Retrosynthesis with 50K atom-mapped reactions and 10 reaction types from USPTO (1) Given the product COC(=O)COc1cc2c(cc1Cl)N(C(=O)OC(C)(C)C)CC(C(=O)N1CCC(C#N)(Cc3ccc(F)cc3)CC1)O2, predict the reactants needed to synthesize it. The reactants are: CC(C)(C)OC(=O)N1CC(C(=O)N2CCC(C#N)(Cc3ccc(F)cc3)CC2)Oc2cc(O)c(Cl)cc21.COC(=O)CBr. (2) Given the product O=C(Nc1ccc(OC(F)(F)F)cc1)c1sccc1NCc1ccnc2ccccc12, predict the reactants needed to synthesize it. The reactants are: Nc1ccsc1C(=O)Nc1ccc(OC(F)(F)F)cc1.O=Cc1ccnc2ccccc12. (3) Given the product CCCC[Sn](CCCC)(CCCC)c1cc(C2=CCCC2)ccn1, predict the reactants needed to synthesize it. The reactants are: CCCC[Sn](Cl)(CCCC)CCCC.Ic1cc(C2=CCCC2)ccn1. (4) Given the product COc1ccc(NC(C)c2cnc(Cl)nc2Cl)cc1, predict the reactants needed to synthesize it. The reactants are: CC(Br)c1cnc(Cl)nc1Cl.COc1ccc(N)cc1. (5) Given the product O=C(O)c1cc2cccc([N+](=O)[O-])c2[nH]1, predict the reactants needed to synthesize it. The reactants are: CCOC(=O)c1cc2cccc([N+](=O)[O-])c2[nH]1.